This data is from Full USPTO retrosynthesis dataset with 1.9M reactions from patents (1976-2016). The task is: Predict the reactants needed to synthesize the given product. Given the product [CH3:14][O:13][CH:12]([O:15][CH3:16])[CH2:11][CH2:10][N:6]1[CH:5]=[C:4]([N+:1]([O-:3])=[O:2])[CH:8]=[N:7]1, predict the reactants needed to synthesize it. The reactants are: [N+:1]([C:4]1[CH:5]=[N:6][NH:7][CH:8]=1)([O-:3])=[O:2].Br[CH2:10][CH2:11][CH:12]([O:15][CH3:16])[O:13][CH3:14].C([O-])([O-])=O.[Cs+].[Cs+].